Dataset: Forward reaction prediction with 1.9M reactions from USPTO patents (1976-2016). Task: Predict the product of the given reaction. (1) Given the reactants [Cl:1][CH2:2][CH2:3][C:4]([C:19]1[CH:24]=[CH:23][CH:22]=[CH:21][CH:20]=1)=[C:5]([C:12]1[CH:17]=[CH:16][C:15]([OH:18])=[CH:14][CH:13]=1)[C:6]1[CH:11]=[CH:10][CH:9]=[CH:8][CH:7]=1.[H-].[Na+].I[CH2:28][CH2:29][O:30][CH2:31][CH2:32][O:33][CH:34]1[CH2:39][CH2:38][CH2:37][CH2:36][O:35]1.O, predict the reaction product. The product is: [Cl:1][CH2:2][CH2:3][C:4]([C:19]1[CH:24]=[CH:23][CH:22]=[CH:21][CH:20]=1)=[C:5]([C:12]1[CH:13]=[CH:14][C:15]([O:18][CH2:28][CH2:29][O:30][CH2:31][CH2:32][O:33][CH:34]2[CH2:39][CH2:38][CH2:37][CH2:36][O:35]2)=[CH:16][CH:17]=1)[C:6]1[CH:11]=[CH:10][CH:9]=[CH:8][CH:7]=1. (2) Given the reactants [OH-].[Na+].[C:3]1([C:9]2[O:10][CH:11]=[C:12]([C:14]3[N:24]=[CH:23][CH:22]=[CH:21][C:15]=3[C:16]([O:18]CC)=[O:17])[N:13]=2)[CH:8]=[CH:7][CH:6]=[CH:5][CH:4]=1, predict the reaction product. The product is: [C:3]1([C:9]2[O:10][CH:11]=[C:12]([C:14]3[N:24]=[CH:23][CH:22]=[CH:21][C:15]=3[C:16]([OH:18])=[O:17])[N:13]=2)[CH:4]=[CH:5][CH:6]=[CH:7][CH:8]=1. (3) The product is: [CH3:16][C:15]1[C:14]([CH3:21])=[N:13][N:10]2[CH:11]=[CH:12][C:7]3[CH2:6][CH2:5][CH:4]([CH2:3][CH2:2][NH:1][C:63](=[O:65])[CH3:64])[C:8]=3[C:9]=12. Given the reactants [NH2:1][CH2:2][CH2:3][CH:4]1[C:8]2[C:9]3[N:10]([N:13]=[C:14]([CH3:21])[C:15]=3[C:16](OCC)=O)[CH:11]=[CH:12][C:7]=2[CH2:6][CH2:5]1.C1(C)C=CC=CC=1.[H-].C([Al+]CC(C)C)C(C)C.O.O.O.O.O.O.O.O.O.O.S([O-])([O-])(=O)=O.[Na+].[Na+].C(N(CC)CC)C.[C:63](OC(=O)C)(=[O:65])[CH3:64], predict the reaction product. (4) The product is: [Br:1][C:2]1[CH:7]=[CH:6][C:5]([C:17]2[CH:18]=[CH:19][C:14]([CH2:10][CH2:11][CH2:12][CH3:13])=[CH:15][CH:16]=2)=[C:4]([F:9])[CH:3]=1. Given the reactants [Br:1][C:2]1[CH:7]=[CH:6][C:5](I)=[C:4]([F:9])[CH:3]=1.[CH2:10]([C:14]1[CH:19]=[CH:18][C:17](B(O)O)=[CH:16][CH:15]=1)[CH2:11][CH2:12][CH3:13].C1(C)C=CC=CC=1.C(=O)([O-])[O-].[Na+].[Na+], predict the reaction product. (5) Given the reactants [CH:1]([C:4]1[CH:12]=[CH:11][C:7]([CH2:8]CN)=[CH:6][CH:5]=1)([CH3:3])[CH3:2].[CH3:13][NH:14]CC1C=CC2C(=CC=CC=2)C=1CCC.Cl.[O:30]=[C:31]1[NH:40][C:39]2[N:38]=[CH:37][C:36](/[CH:41]=[CH:42]/[C:43]([OH:45])=O)=[CH:35][C:34]=2[CH2:33][CH2:32]1.Cl.CN1CC2C=C(/C=C/C(O)=O)C=NC=2NC(=O)C1, predict the reaction product. The product is: [CH:1]([C:4]1[CH:5]=[CH:6][C:7]([CH2:8][N:14]([CH3:13])[C:43](=[O:45])/[CH:42]=[CH:41]/[C:36]2[CH:37]=[N:38][C:39]3[NH:40][C:31](=[O:30])[CH2:32][CH2:33][C:34]=3[CH:35]=2)=[CH:11][CH:12]=1)([CH3:2])[CH3:3].